From a dataset of Full USPTO retrosynthesis dataset with 1.9M reactions from patents (1976-2016). Predict the reactants needed to synthesize the given product. (1) Given the product [CH3:1][C:2]1[N:3]=[N:4][C:5]2[C:10]([CH:11]=1)=[C:9]([NH:12][C:21]([NH:20][CH2:19][C:18]1[CH:17]=[CH:16][C:15]([C:14]([F:13])([F:26])[F:25])=[CH:24][CH:23]=1)=[O:22])[CH:8]=[CH:7][CH:6]=2, predict the reactants needed to synthesize it. The reactants are: [CH3:1][C:2]1[N:3]=[N:4][C:5]2[CH:6]=[CH:7][CH:8]=[C:9]([NH2:12])[C:10]=2[CH:11]=1.[F:13][C:14]([F:26])([F:25])[C:15]1[CH:24]=[CH:23][C:18]([CH2:19][N:20]=[C:21]=[O:22])=[CH:17][CH:16]=1. (2) Given the product [OH:15][C@@H:3]([CH2:4][C:5]1[CH:10]=[CH:9][CH:8]=[CH:7][CH:6]=1)[C:11]([OH:13])=[O:12], predict the reactants needed to synthesize it. The reactants are: Cl.N[C@H:3]([C:11]([OH:13])=[O:12])[CH2:4][C:5]1[CH:10]=[CH:9][CH:8]=[CH:7][CH:6]=1.S(=O)(=O)(O)[OH:15].N([O-])=O.[Na+].O. (3) Given the product [OH:2][NH:1][C:32]([CH:27]1[CH2:3][CH2:4][N:5]([CH:35]=[O:37])[CH2:6][CH:26]1[NH:25][S:22]([C:19]1[CH:20]=[CH:21][C:16]([O:15][CH2:14][C:12]2[C:11]3[C:6](=[CH:7][CH:8]=[CH:9][CH:10]=3)[N:5]=[C:4]([CH3:3])[CH:13]=2)=[CH:17][CH:18]=1)(=[O:24])=[O:23])=[O:33], predict the reactants needed to synthesize it. The reactants are: [NH2:1][OH:2].[CH3:3][C:4]1[CH:13]=[C:12]([CH2:14][O:15][C:16]2[CH:21]=[CH:20][C:19]([S:22]([NH:25][CH:26]3CCNC[CH:27]3[C:32](O)=[O:33])(=[O:24])=[O:23])=[CH:18][CH:17]=2)[C:11]2[C:6](=[CH:7][CH:8]=[CH:9][CH:10]=2)[N:5]=1.[CH:35]([OH:37])=O.